This data is from Reaction yield outcomes from USPTO patents with 853,638 reactions. The task is: Predict the reaction yield, written as a fraction of the theoretical maximum amount of product (1.0 means a 100% yield; for example, 0.34 means a 34% yield). (1) The reactants are C[N:2](C)[CH:3]=[CH:4][C:5]([C:7]1[C:12](=[O:13])[CH:11]=[CH:10][N:9]([C:14]2[CH:19]=[CH:18][C:17]([F:20])=[CH:16][CH:15]=2)[N:8]=1)=O.[C:22]1([NH:28]N)[CH:27]=[CH:26][CH:25]=[CH:24][CH:23]=1. The catalyst is CO. The product is [F:20][C:17]1[CH:18]=[CH:19][C:14]([N:9]2[CH:10]=[CH:11][C:12](=[O:13])[C:7]([C:5]3[N:28]([C:22]4[CH:27]=[CH:26][CH:25]=[CH:24][CH:23]=4)[N:2]=[CH:3][CH:4]=3)=[N:8]2)=[CH:15][CH:16]=1. The yield is 0.270. (2) The reactants are [NH2:1][C:2]1[CH:3]=[CH:4][CH:5]=[C:6]2[C:10]=1[NH:9][C:8]([C:11]([O:13][CH2:14][CH3:15])=[O:12])=[CH:7]2.[F:16][C:17]1[CH:42]=[CH:41][CH:40]=[CH:39][C:18]=1[CH2:19][O:20][C:21]1[CH:22]=[C:23]([CH:27]=[C:28]([O:30][CH2:31][C:32]2[CH:37]=[CH:36][CH:35]=[CH:34][C:33]=2[F:38])[CH:29]=1)[C:24](O)=[O:25].C(N(C(C)C)C(C)C)C.CN(C(ON1N=NC2C=CC=NC1=2)=[N+](C)C)C.F[P-](F)(F)(F)(F)F. The catalyst is C(OCC)(=O)C.CN(C)C=O. The product is [F:16][C:17]1[CH:42]=[CH:41][CH:40]=[CH:39][C:18]=1[CH2:19][O:20][C:21]1[CH:22]=[C:23]([CH:27]=[C:28]([O:30][CH2:31][C:32]2[CH:37]=[CH:36][CH:35]=[CH:34][C:33]=2[F:38])[CH:29]=1)[C:24]([NH:1][C:2]1[CH:3]=[CH:4][CH:5]=[C:6]2[C:10]=1[NH:9][C:8]([C:11]([O:13][CH2:14][CH3:15])=[O:12])=[CH:7]2)=[O:25]. The yield is 0.500.